From a dataset of HIV replication inhibition screening data with 41,000+ compounds from the AIDS Antiviral Screen. Binary Classification. Given a drug SMILES string, predict its activity (active/inactive) in a high-throughput screening assay against a specified biological target. (1) The result is 0 (inactive). The compound is O=C(CC(=O)N1N=C(N2CCCCC2)CC1c1ccccc1)Nc1ccc(Cl)cc1. (2) The molecule is O=C(Nc1cc2c(oc1=O)CCC2)c1cnccn1. The result is 0 (inactive). (3) The molecule is COc1ccc(NC(=O)CC(=O)N2N=C(N(CCC#N)c3cccc(C)c3)CC2c2ccccc2)cc1. The result is 0 (inactive). (4) The result is 0 (inactive). The compound is CCCCNC1=C(C(=O)OCC)C(=NNC(=O)c2ccccc2O)CO1.